This data is from Peptide-MHC class II binding affinity with 134,281 pairs from IEDB. The task is: Regression. Given a peptide amino acid sequence and an MHC pseudo amino acid sequence, predict their binding affinity value. This is MHC class II binding data. (1) The peptide sequence is YDKFLANVSTVPTGK. The MHC is DRB1_1302 with pseudo-sequence DRB1_1302. The binding affinity (normalized) is 0.569. (2) The peptide sequence is AGGAGGVGAVGGKRG. The MHC is DRB1_0401 with pseudo-sequence DRB1_0401. The binding affinity (normalized) is 0.174. (3) The peptide sequence is NMPNGLIAQFYQPEREKV. The MHC is DRB1_0301 with pseudo-sequence DRB1_0301. The binding affinity (normalized) is 0.163. (4) The peptide sequence is YEVRAELPGVDPDKD. The MHC is DRB1_0405 with pseudo-sequence DRB1_0405. The binding affinity (normalized) is 0.111. (5) The peptide sequence is RDKEAGVALRATFIVDPDNT. The MHC is HLA-DQA10301-DQB10302 with pseudo-sequence HLA-DQA10301-DQB10302. The binding affinity (normalized) is 0.512. (6) The peptide sequence is SPLTASKLTYENVKM. The MHC is HLA-DQA10401-DQB10402 with pseudo-sequence HLA-DQA10401-DQB10402. The binding affinity (normalized) is 0.310. (7) The peptide sequence is TFYGSNPRGAAPDDH. The MHC is DRB1_0802 with pseudo-sequence DRB1_0802. The binding affinity (normalized) is 0. (8) The peptide sequence is TAGEIHAVPFGLVSM. The MHC is HLA-DQA10201-DQB10301 with pseudo-sequence HLA-DQA10201-DQB10301. The binding affinity (normalized) is 0.476.